This data is from Peptide-MHC class I binding affinity with 185,985 pairs from IEDB/IMGT. The task is: Regression. Given a peptide amino acid sequence and an MHC pseudo amino acid sequence, predict their binding affinity value. This is MHC class I binding data. (1) The peptide sequence is NASQHPQQV. The MHC is HLA-A68:02 with pseudo-sequence HLA-A68:02. The binding affinity (normalized) is 0. (2) The peptide sequence is YEDQLHRAS. The MHC is HLA-A30:01 with pseudo-sequence HLA-A30:01. The binding affinity (normalized) is 0.0847. (3) The peptide sequence is RFDEAIINY. The MHC is HLA-A03:01 with pseudo-sequence HLA-A03:01. The binding affinity (normalized) is 0.0847.